Dataset: Full USPTO retrosynthesis dataset with 1.9M reactions from patents (1976-2016). Task: Predict the reactants needed to synthesize the given product. (1) Given the product [C:35]([C:37]1[CH:38]=[C:39]([NH:43][C:24](=[O:25])[CH2:23][C:12]2[C:11]([C:27]3[CH:32]=[CH:31][C:30]([CH3:33])=[CH:29][CH:28]=3)=[C:10]([CH2:9][NH:8][C:6](=[O:7])[O:5][C:1]([CH3:2])([CH3:3])[CH3:4])[C:15]([CH2:16][C:17]([CH3:20])([CH3:19])[CH3:18])=[N:14][C:13]=2[CH2:21][CH3:22])[CH:40]=[CH:41][CH:42]=1)(=[O:36])[CH3:34], predict the reactants needed to synthesize it. The reactants are: [C:1]([O:5][C:6]([NH:8][CH2:9][C:10]1[C:11]([C:27]2[CH:32]=[CH:31][C:30]([CH3:33])=[CH:29][CH:28]=2)=[C:12]([CH2:23][C:24](O)=[O:25])[C:13]([CH2:21][CH3:22])=[N:14][C:15]=1[CH2:16][C:17]([CH3:20])([CH3:19])[CH3:18])=[O:7])([CH3:4])([CH3:3])[CH3:2].[CH3:34][C:35]([C:37]1[CH:42]=[CH:41][CH:40]=[C:39]([NH2:43])[CH:38]=1)=[O:36].C(N(CC)C(C)C)(C)C.F[P-](F)(F)(F)(F)F.N1(OC(N(C)C)=[N+](C)C)C2N=CC=CC=2N=N1. (2) The reactants are: [Li+].CC([N-]C(C)C)C.[Cl:9][C:10]1[CH:11]=[C:12]([Br:16])[CH:13]=[CH:14][CH:15]=1.[CH2:17]1[O:20][CH:18]1[CH3:19]. Given the product [Br:16][C:12]1[CH:13]=[CH:14][CH:15]=[C:10]([Cl:9])[C:11]=1[CH2:17][CH:18]([OH:20])[CH3:19], predict the reactants needed to synthesize it. (3) Given the product [CH3:32][N:33]1[CH2:38][CH2:37][N:36]([C:1]([O:2][CH2:3][C:4]2[CH:5]=[C:6]([CH3:11])[N:7]=[C:8]([CH3:10])[CH:9]=2)=[O:22])[CH2:35][CH2:34]1, predict the reactants needed to synthesize it. The reactants are: [C:1](=[O:22])(OC1C=CC([N+]([O-])=O)=CC=1)[O:2][CH2:3][C:4]1[CH:9]=[C:8]([CH3:10])[N:7]=[C:6]([CH3:11])[CH:5]=1.CCN(C(C)C)C(C)C.[CH3:32][N:33]1[CH2:38][CH2:37][NH:36][CH2:35][CH2:34]1.